From a dataset of NCI-60 drug combinations with 297,098 pairs across 59 cell lines. Regression. Given two drug SMILES strings and cell line genomic features, predict the synergy score measuring deviation from expected non-interaction effect. (1) Cell line: A549. Synergy scores: CSS=38.2, Synergy_ZIP=-6.71, Synergy_Bliss=-6.82, Synergy_Loewe=-7.85, Synergy_HSA=-3.63. Drug 2: CN(CCCl)CCCl.Cl. Drug 1: CC1=C2C(C(=O)C3(C(CC4C(C3C(C(C2(C)C)(CC1OC(=O)C(C(C5=CC=CC=C5)NC(=O)OC(C)(C)C)O)O)OC(=O)C6=CC=CC=C6)(CO4)OC(=O)C)O)C)O. (2) Drug 1: C1=CC(=CC=C1CCCC(=O)O)N(CCCl)CCCl. Drug 2: C1=CN(C(=O)N=C1N)C2C(C(C(O2)CO)O)O.Cl. Cell line: HL-60(TB). Synergy scores: CSS=78.7, Synergy_ZIP=-9.24, Synergy_Bliss=-10.0, Synergy_Loewe=-7.99, Synergy_HSA=-5.33.